From a dataset of Forward reaction prediction with 1.9M reactions from USPTO patents (1976-2016). Predict the product of the given reaction. (1) Given the reactants [Cl:1][C:2]1[C:10]([CH2:11][O:12][CH2:13][C:14]([F:17])([F:16])[F:15])=[C:9]([S:18]([CH3:21])(=[O:20])=[O:19])[CH:8]=[CH:7][C:3]=1[C:4]([OH:6])=O.[CH3:22][C:23]1[C:24]([NH2:28])=[N:25][O:26][CH:27]=1.C(N(CC)CC)C.C(P1(=O)OP(=O)(CCC)OP(=O)(CCC)O1)CC, predict the reaction product. The product is: [Cl:1][C:2]1[C:10]([CH2:11][O:12][CH2:13][C:14]([F:17])([F:16])[F:15])=[C:9]([S:18]([CH3:21])(=[O:20])=[O:19])[CH:8]=[CH:7][C:3]=1[C:4]([NH:28][C:24]1[C:23]([CH3:22])=[CH:27][O:26][N:25]=1)=[O:6]. (2) Given the reactants [CH3:1][N:2]([CH2:19][C:20]1[CH:29]=[CH:28][C:23]([C:24]([O:26][CH3:27])=[O:25])=[CH:22][CH:21]=1)[CH2:3][CH:4]([N:6]([CH3:18])[CH2:7][C:8](=[O:17])[NH:9][C:10]1[CH:15]=[CH:14][C:13]([OH:16])=[CH:12][CH:11]=1)[CH3:5].Br[CH2:31][CH2:32][C:33]1[CH:38]=[CH:37][CH:36]=[CH:35][CH:34]=1.C(=O)([O-])[O-].[K+].[K+].O, predict the reaction product. The product is: [CH3:1][N:2]([CH2:19][C:20]1[CH:21]=[CH:22][C:23]([C:24]([O:26][CH3:27])=[O:25])=[CH:28][CH:29]=1)[CH2:3][CH:4]([N:6]([CH3:18])[CH2:7][C:8](=[O:17])[NH:9][C:10]1[CH:15]=[CH:14][C:13]([O:16][CH2:31][CH2:32][C:33]2[CH:38]=[CH:37][CH:36]=[CH:35][CH:34]=2)=[CH:12][CH:11]=1)[CH3:5]. (3) Given the reactants [C:1]1([S:7]([C:10]2[CH:11]=[C:12]3[C:17](=[CH:18][CH:19]=2)[C:16]([C:20]#[N:21])=[CH:15][CH2:14][CH2:13]3)(=[O:9])=[O:8])[CH:6]=[CH:5][CH:4]=[CH:3][CH:2]=1.C(C1C(=O)C(Cl)=C(Cl)C(=O)C=1C#N)#N, predict the reaction product. The product is: [C:1]1([S:7]([C:10]2[CH:11]=[C:12]3[C:17](=[CH:18][CH:19]=2)[C:16]([C:20]#[N:21])=[CH:15][CH:14]=[CH:13]3)(=[O:9])=[O:8])[CH:2]=[CH:3][CH:4]=[CH:5][CH:6]=1. (4) Given the reactants [CH2:1]([O:8][C:9]1[CH:14]=[CH:13][C:12]([C:15](=[O:17])[CH3:16])=[CH:11][CH:10]=1)[C:2]1[CH:7]=[CH:6][CH:5]=[CH:4][CH:3]=1.[Br-:18].[Br-].[Br-].C1([N+](C)(C)C)C=CC=CC=1.C1([N+](C)(C)C)C=CC=CC=1.C1([N+](C)(C)C)C=CC=CC=1, predict the reaction product. The product is: [CH2:1]([O:8][C:9]1[CH:10]=[CH:11][C:12]([C:15](=[O:17])[CH2:16][Br:18])=[CH:13][CH:14]=1)[C:2]1[CH:3]=[CH:4][CH:5]=[CH:6][CH:7]=1.